Dataset: Full USPTO retrosynthesis dataset with 1.9M reactions from patents (1976-2016). Task: Predict the reactants needed to synthesize the given product. (1) Given the product [Cl:3][C:4]1[CH:9]=[C:8]([N+:10]([O-:12])=[O:11])[C:7]([O:13][CH3:15])=[CH:6][C:5]=1[CH3:14], predict the reactants needed to synthesize it. The reactants are: [H-].[Na+].[Cl:3][C:4]1[CH:9]=[C:8]([N+:10]([O-:12])=[O:11])[C:7]([OH:13])=[CH:6][C:5]=1[CH3:14].[CH3:15]I.O. (2) Given the product [N:10]1([C:2]2[CH:7]=[C:6]([CH2:8][OH:9])[CH:5]=[CH:4][N:3]=2)[CH:14]=[CH:13][CH:12]=[N:11]1, predict the reactants needed to synthesize it. The reactants are: Br[C:2]1[CH:7]=[C:6]([CH2:8][OH:9])[CH:5]=[CH:4][N:3]=1.[NH:10]1[CH:14]=[CH:13][CH:12]=[N:11]1.C([O-])([O-])=O.[Cs+].[Cs+]. (3) Given the product [C:1]([O:5][C:6](=[O:49])[NH:7][CH:8]1[C:26](=[O:27])[N:25]2[CH:21]([CH2:22][CH:23]([O:28][C:29]3[C:38]4[C:33](=[CH:34][CH:35]=[CH:36][CH:37]=4)[CH:32]=[CH:31][N:30]=3)[CH2:24]2)[C:20](=[O:39])[NH:19][C:18]2([C:40]([NH:42][S:43]([CH:46]3[CH2:48][CH2:47]3)(=[O:44])=[O:45])=[O:41])[CH:16]([CH2:17]2)[CH2:15][CH2:14][CH2:13][CH2:12][CH2:11][CH2:10][CH2:9]1)([CH3:4])([CH3:2])[CH3:3], predict the reactants needed to synthesize it. The reactants are: [C:1]([O:5][C:6](=[O:49])[NH:7][CH:8]1[C:26](=[O:27])[N:25]2[CH:21]([CH2:22][CH:23]([O:28][C:29]3[C:38]4[C:33](=[CH:34][CH:35]=[CH:36][CH:37]=4)[CH:32]=[CH:31][N:30]=3)[CH2:24]2)[C:20](=[O:39])[NH:19][C:18]2([C:40]([NH:42][S:43]([CH:46]3[CH2:48][CH2:47]3)(=[O:45])=[O:44])=[O:41])[CH:16]([CH2:17]2)[CH:15]=[CH:14][CH2:13][CH2:12][CH2:11][CH2:10][CH2:9]1)([CH3:4])([CH3:3])[CH3:2].N(C([O-])=O)=NC([O-])=O.[K+].[K+].C(O)(=O)C. (4) Given the product [CH:1]1([CH2:7][NH:8][C:9]([C:11]2[C:12]([C:18]([F:21])([F:20])[F:19])=[N:13][C:14]([NH:26][C:25]3[CH:27]=[CH:28][C:29]([F:30])=[C:23]([Cl:22])[CH:24]=3)=[N:15][CH:16]=2)=[O:10])[CH2:6][CH2:5][CH2:4][CH2:3][CH2:2]1, predict the reactants needed to synthesize it. The reactants are: [CH:1]1([CH2:7][NH:8][C:9]([C:11]2[C:12]([C:18]([F:21])([F:20])[F:19])=[N:13][C:14](Cl)=[N:15][CH:16]=2)=[O:10])[CH2:6][CH2:5][CH2:4][CH2:3][CH2:2]1.[Cl:22][C:23]1[CH:24]=[C:25]([CH:27]=[CH:28][C:29]=1[F:30])[NH2:26]. (5) Given the product [Cl:13][C:5]1[CH:4]=[CH:3][C:2]([CH:14]2[CH2:16][CH2:15]2)=[CH:12][C:6]=1[C:7]([O:9][CH2:10][CH3:11])=[O:8], predict the reactants needed to synthesize it. The reactants are: Br[C:2]1[CH:3]=[CH:4][C:5]([Cl:13])=[C:6]([CH:12]=1)[C:7]([O:9][CH2:10][CH3:11])=[O:8].[CH:14]1(B2OC(C)(C)C(C)(C)O2)[CH2:16][CH2:15]1.C([O-])([O-])=O.[Cs+].[Cs+].C(Cl)Cl. (6) Given the product [Br:16][C:17]1[CH:22]=[C:21]([N:8]2[C:9]3[C:5](=[CH:4][C:3]([O:2][CH3:1])=[CH:11][CH:10]=3)[C:6]([C:12]([O:14][CH3:15])=[O:13])=[N:7]2)[CH:20]=[CH:19][CH:18]=1, predict the reactants needed to synthesize it. The reactants are: [CH3:1][O:2][C:3]1[CH:4]=[C:5]2[C:9](=[CH:10][CH:11]=1)[NH:8][N:7]=[C:6]2[C:12]([O:14][CH3:15])=[O:13].[Br:16][C:17]1[CH:18]=[C:19](B(O)O)[CH:20]=[CH:21][CH:22]=1. (7) Given the product [CH3:12][C:13]1[CH:14]=[C:15]([C:22]2[CH:27]=[CH:26][CH:25]=[CH:24][CH:23]=2)[CH:16]=[CH:17][C:18]=1[C:19]([NH:1][C:2]1[CH:11]=[C:10]2[C:5]([CH:6]=[CH:7][CH:8]=[N:9]2)=[CH:4][CH:3]=1)=[O:20], predict the reactants needed to synthesize it. The reactants are: [NH2:1][C:2]1[CH:11]=[C:10]2[C:5]([CH:6]=[CH:7][CH:8]=[N:9]2)=[CH:4][CH:3]=1.[CH3:12][C:13]1[CH:14]=[C:15]([C:22]2[CH:27]=[CH:26][CH:25]=[CH:24][CH:23]=2)[CH:16]=[CH:17][C:18]=1[C:19](O)=[O:20].